From a dataset of Full USPTO retrosynthesis dataset with 1.9M reactions from patents (1976-2016). Predict the reactants needed to synthesize the given product. (1) Given the product [CH3:9][O:8][C:5]1[CH:4]=[C:3]([CH:10]=[O:11])[C:2]([C:17]2[N:18]=[CH:19][N:20]([C:22]([C:23]3[CH:28]=[CH:27][CH:26]=[CH:25][CH:24]=3)([C:35]3[CH:36]=[CH:37][CH:38]=[CH:39][CH:40]=3)[C:29]3[CH:30]=[CH:31][CH:32]=[CH:33][CH:34]=3)[CH:21]=2)=[CH:7][N:6]=1, predict the reactants needed to synthesize it. The reactants are: Br[C:2]1[C:3]([CH:10]=[O:11])=[CH:4][C:5]([O:8][CH3:9])=[N:6][CH:7]=1.C([Sn](CCCC)(CCCC)[C:17]1[N:18]=[CH:19][N:20]([C:22]([C:35]2[CH:40]=[CH:39][CH:38]=[CH:37][CH:36]=2)([C:29]2[CH:34]=[CH:33][CH:32]=[CH:31][CH:30]=2)[C:23]2[CH:28]=[CH:27][CH:26]=[CH:25][CH:24]=2)[CH:21]=1)CCC. (2) Given the product [F:19][C:17]1[CH:16]=[CH:15][C:11]([C:12]([N:5]2[CH2:6][CH2:7][CH2:8][C@@H:3]([OH:2])[CH2:4]2)=[O:13])=[C:10]([CH3:9])[CH:18]=1, predict the reactants needed to synthesize it. The reactants are: Cl.[OH:2][C@@H:3]1[CH2:8][CH2:7][CH2:6][NH:5][CH2:4]1.[CH3:9][C:10]1[CH:18]=[C:17]([F:19])[CH:16]=[CH:15][C:11]=1[C:12](O)=[O:13]. (3) Given the product [NH2:21][C@H:10]1[CH2:9][C@@H:8]([C:4]2[CH:5]=[CH:6][CH:7]=[CH:2][CH:3]=2)[C@@H:13]([CH3:14])[N:12]([CH2:15][C:16]([F:17])([F:18])[F:19])[C:11]1=[O:20], predict the reactants needed to synthesize it. The reactants are: Cl[C:2]1[CH:3]=[C:4]([C@H:8]2[C@@H:13]([CH3:14])[N:12]([CH2:15][C:16]([F:19])([F:18])[F:17])[C:11](=[O:20])[C@@H:10]([NH:21]C(=O)OC(C)(C)C)[CH2:9]2)[CH:5]=[CH:6][CH:7]=1. (4) Given the product [CH3:23][O:24][C:25](/[CH:27]=[CH:47]/[C:4]1[O:5][CH:6]=[CH:7][C:2](=[O:1])[C:3]=1[O:14][CH2:15][C:16]([O:18][C:19]([CH3:20])([CH3:21])[CH3:22])=[O:17])=[O:26], predict the reactants needed to synthesize it. The reactants are: [O:1]=[C:2]1[CH:7]=[C:6](CN2CCCC2)[O:5][CH:4]=[C:3]1[O:14][CH2:15][C:16]([O:18][C:19]([CH3:22])([CH3:21])[CH3:20])=[O:17].[CH3:23][O:24][C:25]([CH:27]=P(C1C=CC=CC=1)(C1C=CC=CC=1)C1C=CC=CC=1)=[O:26].[C:47]1(C)C=CC=CC=1. (5) Given the product [CH3:8][C:5]1[CH:4]=[CH:3][C:2]([O:1][S:17]([C:16]([F:29])([F:28])[F:15])(=[O:19])=[O:18])=[CH:7][N:6]=1, predict the reactants needed to synthesize it. The reactants are: [OH:1][C:2]1[CH:3]=[CH:4][C:5]([CH3:8])=[N:6][CH:7]=1.N1C=CC=CC=1.[F:15][C:16]([F:29])([F:28])[S:17](O[S:17]([C:16]([F:29])([F:28])[F:15])(=[O:19])=[O:18])(=[O:19])=[O:18].C(=O)([O-])O.[Na+]. (6) Given the product [NH:12]1[C:11]2[CH:10]=[CH:9][CH:8]=[C:3]([C:4]([O:6][CH3:7])=[O:5])[C:2]=2[N:1]=[CH:15]1, predict the reactants needed to synthesize it. The reactants are: [NH2:1][C:2]1[C:11]([N+:12]([O-])=O)=[CH:10][CH:9]=[CH:8][C:3]=1[C:4]([O:6][CH3:7])=[O:5].[CH:15](O)=O. (7) Given the product [CH2:34]([N:38]([CH2:49][CH2:50][CH2:51][CH3:52])[C:39]1[CH:46]=[CH:45][C:42]([CH:43]=[CH:14][C:9]2[S:13][CH:12]=[CH:11][CH:10]=2)=[C:41]([O:47][CH3:48])[CH:40]=1)[CH2:35][CH2:36][CH3:37], predict the reactants needed to synthesize it. The reactants are: C1([Li])C=CC=CC=1.[Cl-].[C:9]1([CH2:14][P+](C2C=CC=CC=2)(C2C=CC=CC=2)C2C=CC=CC=2)[S:13][CH:12]=[CH:11][CH:10]=1.[CH2:34]([N:38]([CH2:49][CH2:50][CH2:51][CH3:52])[C:39]1[CH:46]=[CH:45][C:42]([CH:43]=O)=[C:41]([O:47][CH3:48])[CH:40]=1)[CH2:35][CH2:36][CH3:37].O. (8) Given the product [Cl:1][C:2]1[CH:3]=[C:4]([NH:23][CH2:24][C:25]2[N:26]=[N:27][N:28]([CH:30]3[CH2:35][CH2:34][N:33]([CH2:37][CH3:38])[CH2:32][CH2:31]3)[CH:29]=2)[CH:5]=[C:6]2[C:11]=1[N:10]=[CH:9][C:8]([C:12]#[N:13])=[C:7]2[NH:14][C:15]1[CH:20]=[CH:19][C:18]([F:21])=[C:17]([Cl:22])[CH:16]=1, predict the reactants needed to synthesize it. The reactants are: [Cl:1][C:2]1[CH:3]=[C:4]([NH:23][CH2:24][C:25]2[N:26]=[N:27][N:28]([CH:30]3[CH2:35][CH2:34][NH:33][CH2:32][CH2:31]3)[CH:29]=2)[CH:5]=[C:6]2[C:11]=1[N:10]=[CH:9][C:8]([C:12]#[N:13])=[C:7]2[NH:14][C:15]1[CH:20]=[CH:19][C:18]([F:21])=[C:17]([Cl:22])[CH:16]=1.Cl[CH:37](Cl)[CH3:38].C(=O)C.C(O[BH-](OC(=O)C)OC(=O)C)(=O)C.[Na+]. (9) The reactants are: [CH3:1][N:2]1[C@@H:18]2[CH2:19][C:7]3[CH:8]=[CH:9][C:10]([O:21][CH3:22])=[C:11]4[O:12][C@H:13]5[C@@H:14](O)[CH:15]=[CH:16][C@@H:17]2[C@:5]5([C:6]=34)[CH2:4][CH2:3]1.O.CS(O)(=O)=O.CS(O)(=O)=O.O=P12OP3(OP(OP(O3)(O1)=O)(=O)O2)=O. Given the product [CH3:1][N:2]1[C@@H:18]2[CH2:19][C:7]3[CH:8]=[CH:9][C:10]([O:21][CH3:22])=[C:11]([OH:12])[C:6]=3[C:16]3=[C:17]2[C:5](=[CH:13][CH:14]=[CH:15]3)[CH2:4][CH2:3]1, predict the reactants needed to synthesize it. (10) Given the product [N:13]1([NH:8][C:1]([N:3]2[CH:7]=[CH:6][N:5]=[CH:4]2)=[O:2])[C:21]2[C:16](=[CH:17][CH:18]=[CH:19][CH:20]=2)[CH:15]=[CH:14]1, predict the reactants needed to synthesize it. The reactants are: [C:1]([N:8]1C=CN=C1)([N:3]1[CH:7]=[CH:6][N:5]=[CH:4]1)=[O:2].[N:13]1(N)[C:21]2[C:16](=[CH:17][CH:18]=[CH:19][CH:20]=2)[CH:15]=[CH:14]1.[N-]1C=CN=C1.